Dataset: Forward reaction prediction with 1.9M reactions from USPTO patents (1976-2016). Task: Predict the product of the given reaction. (1) Given the reactants [C:1]([O:5][C:6]([NH:8][C@@H:9]1[CH2:14][C:13]([C:15]([OH:17])=[O:16])=[CH:12][CH2:11][C@H:10]1[C:18]1[CH:23]=[C:22]([F:24])[C:21]([F:25])=[CH:20][C:19]=1[F:26])=[O:7])([CH3:4])([CH3:3])[CH3:2].[CH3:27][Si](C=[N+]=[N-])(C)C.C(OC(OC(C)(C)C)=O)(OC(C)(C)C)=O.C(=O)(O)[O-].[Na+], predict the reaction product. The product is: [C:1]([O:5][C:6]([NH:8][C@H:9]1[CH2:14][C:13]([C:15]([O:17][CH3:27])=[O:16])=[CH:12][CH2:11][C@@H:10]1[C:18]1[CH:23]=[C:22]([F:24])[C:21]([F:25])=[CH:20][C:19]=1[F:26])=[O:7])([CH3:4])([CH3:2])[CH3:3]. (2) Given the reactants [N:1]1([CH2:6][CH2:7][O:8][C:9]2[CH:10]=[C:11]([NH:15][C:16]3[N:21]=[CH:20][C:19]([NH2:22])=[CH:18][N:17]=3)[CH:12]=[CH:13][CH:14]=2)[CH2:5][CH2:4][CH2:3][CH2:2]1.Br[C:24]1[CH:29]=[C:28]([O:30]C)[CH:27]=[CH:26][C:25]=1[Cl:32].C([O-])([O-])=O.[Cs+].[Cs+].CC1(C)C2C(=C(P(C3C=CC=CC=3)C3C=CC=CC=3)C=CC=2)OC2C(P(C3C=CC=CC=3)C3C=CC=CC=3)=CC=CC1=2.B(Br)(Br)Br.C(Cl)Cl.C([O-])(O)=O.[Na+].Cl, predict the reaction product. The product is: [N:1]1([CH2:6][CH2:7][O:8][C:9]2[CH:10]=[C:11]([NH:15][C:16]3[N:17]=[CH:18][C:19]([NH:22][C:24]4[CH:29]=[C:28]([OH:30])[CH:27]=[CH:26][C:25]=4[Cl:32])=[CH:20][N:21]=3)[CH:12]=[CH:13][CH:14]=2)[CH2:5][CH2:4][CH2:3][CH2:2]1.